Dataset: Full USPTO retrosynthesis dataset with 1.9M reactions from patents (1976-2016). Task: Predict the reactants needed to synthesize the given product. (1) The reactants are: [CH3:1][C:2]([C:5]1[CH:9]=[CH:8][NH:7][N:6]=1)([CH3:4])[CH3:3].[H-].[Na+].Br[CH:13]1[CH2:17][CH2:16][N:15]([C:18]2[CH:23]=[CH:22][C:21]([Cl:24])=[C:20]([O:25][CH3:26])[CH:19]=2)[C:14]1=[O:27].O. Given the product [Cl:24][C:21]1[CH:22]=[CH:23][C:18]([N:15]2[CH2:16][CH2:17][CH:13]([N:7]3[CH:8]=[CH:9][C:5]([C:2]([CH3:4])([CH3:3])[CH3:1])=[N:6]3)[C:14]2=[O:27])=[CH:19][C:20]=1[O:25][CH3:26], predict the reactants needed to synthesize it. (2) Given the product [F:50][C:47]([F:48])([F:49])[C:45]1[CH:44]=[C:21]([CH:20]=[C:19]([C:18]([F:17])([F:51])[F:52])[CH:46]=1)[CH2:22][N:23]([C:42]1[NH:3][N:2]=[N:1][N:43]=1)[CH:24]1[CH2:30][CH2:29][CH2:28][N:27]([C:31]([O:33][CH:34]([CH3:36])[CH3:35])=[O:32])[C:26]2[CH:37]=[C:38]([Cl:41])[CH:39]=[CH:40][C:25]1=2, predict the reactants needed to synthesize it. The reactants are: [N:1]([Sn](CCCC)(CCCC)CCCC)=[N+:2]=[N-:3].[F:17][C:18]([F:52])([F:51])[C:19]1[CH:20]=[C:21]([CH:44]=[C:45]([C:47]([F:50])([F:49])[F:48])[CH:46]=1)[CH2:22][N:23]([C:42]#[N:43])[CH:24]1[CH2:30][CH2:29][CH2:28][N:27]([C:31]([O:33][CH:34]([CH3:36])[CH3:35])=[O:32])[C:26]2[CH:37]=[C:38]([Cl:41])[CH:39]=[CH:40][C:25]1=2.C(OCC)(=O)C.Cl. (3) The reactants are: [Na].CC[O-].[Na+].[CH2:6]([O:13][C:14]1[C:19]2[CH2:20][CH2:21][O:22][C:18]=2[CH:17]=[C:16]([C:23]2[N:28]=[CH:27][N:26]=[C:25]([S:29][CH2:30][C:31]([NH2:33])=[O:32])[C:24]=2[C:34]#[N:35])[CH:15]=1)[C:7]1[CH:12]=[CH:11][CH:10]=[CH:9][CH:8]=1.FC(F)(F)C(O)=O. Given the product [NH2:35][C:34]1[C:24]2[C:23]([C:16]3[CH:15]=[C:14]([O:13][CH2:6][C:7]4[CH:12]=[CH:11][CH:10]=[CH:9][CH:8]=4)[C:19]4[CH2:20][CH2:21][O:22][C:18]=4[CH:17]=3)=[N:28][CH:27]=[N:26][C:25]=2[S:29][C:30]=1[C:31]([NH2:33])=[O:32], predict the reactants needed to synthesize it. (4) Given the product [Cl:29][C:30]1[CH:31]=[C:32]([C@:36]2([OH:45])[O:41][CH2:40][C:39]([CH3:42])([CH3:43])[NH:38][C@H:37]2[CH3:44])[CH:33]=[CH:34][CH:35]=1, predict the reactants needed to synthesize it. The reactants are: C1(C)C=CC(C([C@](C(O)=O)(O)[C@](C(C2C=CC(C)=CC=2)=O)(O)C(O)=O)=O)=CC=1.[Cl:29][C:30]1[CH:31]=[C:32]([C@:36]2([OH:45])[O:41][CH2:40][C:39]([CH3:43])([CH3:42])[NH:38][C@H:37]2[CH3:44])[CH:33]=[CH:34][CH:35]=1.C(OCC)(=O)C.[OH-].[NH4+]. (5) Given the product [Br:1][C:2]1[N:7]=[C:6]([C:8](=[O:13])[CH2:9][CH2:10][CH2:11][CH3:12])[CH:5]=[CH:4][CH:3]=1, predict the reactants needed to synthesize it. The reactants are: [Br:1][C:2]1[N:7]=[C:6]([CH:8]([OH:13])[CH2:9][CH2:10][CH2:11][CH3:12])[CH:5]=[CH:4][CH:3]=1. (6) Given the product [CH2:34]([C:21]1[CH:20]=[C:19]([CH:24]=[CH:23][CH:22]=1)[CH2:18][N:15]1[CH2:16][CH2:17][C:12]2([N:11]([CH2:26][CH2:27][CH2:28][CH:29]=[CH2:30])[C:10](=[O:31])[N:9]=[C:8]2[NH:7][CH:1]2[CH2:6][CH2:5][CH2:4][CH2:3][CH2:2]2)[CH2:13][CH2:14]1)[CH:33]=[CH2:32], predict the reactants needed to synthesize it. The reactants are: [CH:1]1([NH:7][C:8]2[C:12]3([CH2:17][CH2:16][N:15]([CH2:18][C:19]4[CH:24]=[CH:23][CH:22]=[C:21](I)[CH:20]=4)[CH2:14][CH2:13]3)[N:11]([CH2:26][CH2:27][CH2:28][CH:29]=[CH2:30])[C:10](=[O:31])[N:9]=2)[CH2:6][CH2:5][CH2:4][CH2:3][CH2:2]1.[CH2:32]([Sn](CCCC)(CCCC)CCCC)[CH:33]=[CH2:34].